Predict the reaction yield, written as a fraction of the theoretical maximum amount of product (1.0 means a 100% yield; for example, 0.34 means a 34% yield). From a dataset of Reaction yield outcomes from USPTO patents with 853,638 reactions. (1) The reactants are [F:1][C:2]1[CH:8]=[CH:7][CH:6]=[CH:5][C:3]=1[NH2:4].[Li+].C[Si]([N-][Si](C)(C)C)(C)C.[Br:19][C:20]1[C:21]([F:31])=[C:22]([F:30])[C:23](F)=[C:24]([CH:28]=1)[C:25]([OH:27])=[O:26]. The catalyst is C1COCC1. The product is [Br:19][C:20]1[C:21]([F:31])=[C:22]([F:30])[C:23]([NH:4][C:3]2[CH:5]=[CH:6][CH:7]=[CH:8][C:2]=2[F:1])=[C:24]([CH:28]=1)[C:25]([OH:27])=[O:26]. The yield is 0.720. (2) The reactants are [Br:1][C:2]1[N:7]=[C:6]([NH2:8])[CH:5]=[CH:4][CH:3]=1.C(=O)(O)[O-].[Na+].O.[C:15](Cl)(Cl)=[S:16]. The catalyst is C(Cl)(Cl)Cl. The product is [Br:1][C:2]1[CH:3]=[CH:4][CH:5]=[C:6]([N:8]=[C:15]=[S:16])[N:7]=1. The yield is 0.890.